This data is from Catalyst prediction with 721,799 reactions and 888 catalyst types from USPTO. The task is: Predict which catalyst facilitates the given reaction. Reactant: [CH3:1][O:2][C:3]1[CH:4]=[C:5]([NH:15][C:16]([NH2:18])=[NH:17])[CH:6]=[CH:7][C:8]=1[N:9]1[CH:13]=[C:12]([CH3:14])[N:11]=[CH:10]1.O=[C:20]1[CH2:25][CH2:24][N:23]([C:26]([O:28][C:29]([CH3:32])([CH3:31])[CH3:30])=[O:27])[CH2:22][CH:21]1[C:33](=O)[CH2:34][C:35]1[CH:40]=[CH:39][CH:38]=[CH:37][CH:36]=1.[O-]CC.[Na+]. Product: [CH2:34]([C:33]1[C:21]2[CH2:22][N:23]([C:26]([O:28][C:29]([CH3:32])([CH3:31])[CH3:30])=[O:27])[CH2:24][CH2:25][C:20]=2[N:17]=[C:16]([NH:15][C:5]2[CH:6]=[CH:7][C:8]([N:9]3[CH:13]=[C:12]([CH3:14])[N:11]=[CH:10]3)=[C:3]([O:2][CH3:1])[CH:4]=2)[N:18]=1)[C:35]1[CH:36]=[CH:37][CH:38]=[CH:39][CH:40]=1. The catalyst class is: 8.